Task: Regression/Classification. Given a drug SMILES string, predict its absorption, distribution, metabolism, or excretion properties. Task type varies by dataset: regression for continuous measurements (e.g., permeability, clearance, half-life) or binary classification for categorical outcomes (e.g., BBB penetration, CYP inhibition). Dataset: cyp2c19_veith.. Dataset: CYP2C19 inhibition data for predicting drug metabolism from PubChem BioAssay (1) The drug is COc1ccccc1N1CCN(CCCCN2C(=O)CCC2=O)CC1. The result is 1 (inhibitor). (2) The drug is Cc1cc(C)n(-c2nnc(C)n2/N=C/c2ccccc2OCc2ccccc2Cl)n1. The result is 1 (inhibitor). (3) The drug is CC(=O)OC[C@@H]1O[C@H](C/C=N\OC[C@@H](O)[C@H]2O[C@H]3OC(C)(C)O[C@H]3[C@@H]2O)C=C[C@@H]1OC(C)=O. The result is 0 (non-inhibitor). (4) The compound is CCOc1ccc(C(=O)Nc2cnn(Cc3ccc(Cl)c(Cl)c3)c2)cc1. The result is 1 (inhibitor).